Dataset: NCI-60 drug combinations with 297,098 pairs across 59 cell lines. Task: Regression. Given two drug SMILES strings and cell line genomic features, predict the synergy score measuring deviation from expected non-interaction effect. (1) Drug 1: CC1=CC2C(CCC3(C2CCC3(C(=O)C)OC(=O)C)C)C4(C1=CC(=O)CC4)C. Drug 2: CC1C(C(=O)NC(C(=O)N2CCCC2C(=O)N(CC(=O)N(C(C(=O)O1)C(C)C)C)C)C(C)C)NC(=O)C3=C4C(=C(C=C3)C)OC5=C(C(=O)C(=C(C5=N4)C(=O)NC6C(OC(=O)C(N(C(=O)CN(C(=O)C7CCCN7C(=O)C(NC6=O)C(C)C)C)C)C(C)C)C)N)C. Cell line: HT29. Synergy scores: CSS=28.4, Synergy_ZIP=16.7, Synergy_Bliss=18.8, Synergy_Loewe=16.0, Synergy_HSA=17.4. (2) Cell line: MOLT-4. Drug 2: C1CCC(C(C1)N)N.C(=O)(C(=O)[O-])[O-].[Pt+4]. Drug 1: CC1C(C(CC(O1)OC2CC(CC3=C2C(=C4C(=C3O)C(=O)C5=C(C4=O)C(=CC=C5)OC)O)(C(=O)C)O)N)O.Cl. Synergy scores: CSS=43.8, Synergy_ZIP=-0.575, Synergy_Bliss=0.825, Synergy_Loewe=-4.24, Synergy_HSA=2.99. (3) Drug 1: C1=CN(C(=O)N=C1N)C2C(C(C(O2)CO)O)O.Cl. Drug 2: C1=CC=C(C=C1)NC(=O)CCCCCCC(=O)NO. Cell line: K-562. Synergy scores: CSS=48.2, Synergy_ZIP=-1.14, Synergy_Bliss=-2.03, Synergy_Loewe=-0.554, Synergy_HSA=3.16.